Dataset: Full USPTO retrosynthesis dataset with 1.9M reactions from patents (1976-2016). Task: Predict the reactants needed to synthesize the given product. (1) Given the product [OH:1][C@@H:2]([C@H:4]1[C:5](=[O:61])[N:6]2[C:28]([C:48]([O:50][CH2:51][C:52]3[CH:53]=[CH:54][C:55]([N+:58]([O-:60])=[O:59])=[CH:56][CH:57]=3)=[O:49])=[C:9]([C:11]3[S:15][C:14]4=[C:16]([C:19]([C:21]5[CH:22]=[N:23][CH:24]=[CH:25][CH:26]=5)=[O:20])[N:17]=[CH:18][N:13]4[CH:12]=3)[C@H:8]([CH3:27])[C@H:7]12)[CH3:3], predict the reactants needed to synthesize it. The reactants are: [OH:1][C@@H:2]([C@@H:4]1[C@@H:7]([C@@H:8]([CH3:27])[C:9]([C:11]2[S:15][C:14]3=[C:16]([C:19]([C:21]4[CH:22]=[N:23][CH:24]=[CH:25][CH:26]=4)=[O:20])[N:17]=[CH:18][N:13]3[CH:12]=2)=O)[N:6]([C:28]([C:48]([O:50][CH2:51][C:52]2[CH:57]=[CH:56][C:55]([N+:58]([O-:60])=[O:59])=[CH:54][CH:53]=2)=[O:49])=P(C2C=CC=CC=2)(C2C=CC=CC=2)C2C=CC=CC=2)[C:5]1=[O:61])[CH3:3]. (2) Given the product [NH2:22][S:19]([C:10]1[CH:9]=[C:8]([CH:7]=[C:6]([NH:5][CH2:4][CH2:3][CH2:2][CH3:1])[C:11]=1[O:12][C:13]1[CH:18]=[CH:17][CH:16]=[CH:15][CH:14]=1)[C:23]([O:25][CH2:33][O:32][C:26]([C:27]([CH3:30])([CH3:29])[CH3:28])=[O:31])=[O:24])(=[O:21])=[O:20], predict the reactants needed to synthesize it. The reactants are: [CH3:1][CH2:2][CH2:3][CH2:4][NH:5][C:6]1[CH:7]=[C:8]([C:23]([OH:25])=[O:24])[CH:9]=[C:10]([S:19]([NH2:22])(=[O:21])=[O:20])[C:11]=1[O:12][C:13]1[CH:14]=[CH:15][CH:16]=[CH:17][CH:18]=1.[C:26]([O:32][CH2:33]Cl)(=[O:31])[C:27]([CH3:30])([CH3:29])[CH3:28].C(N(CC)CC)C.[I-].[Na+]. (3) Given the product [CH2:25]([O:24][C:21](=[O:23])[C:22]([C:8]1[CH:7]=[CH:6][C:5]2[O:1][CH2:2][O:3][C:4]=2[CH:9]=1)=[O:14])[CH3:26], predict the reactants needed to synthesize it. The reactants are: [O:1]1[C:5]2[CH:6]=[CH:7][CH:8]=[CH:9][C:4]=2[O:3][CH2:2]1.[Cl-].[Cl-].[Cl-].[Al+3].[OH2:14].CCCCCC.[C:21]([O:24][CH2:25][CH3:26])(=[O:23])[CH3:22]. (4) Given the product [CH2:20]([C:22]1[CH:23]=[CH:24][C:25]([C:28]2[S:32][C:31]([CH3:33])=[N:30][C:29]=2[C:34]([N:3]2[CH2:4][C@H:5]3[C@H:1]([CH2:6]3)[C@H:2]2[CH2:7][NH:8][C:9]([C:11]2[CH:12]=[CH:13][CH:14]=[C:15]3[O:19][CH:18]=[CH:17][C:16]=23)=[O:10])=[O:35])=[CH:26][CH:27]=1)[CH3:21], predict the reactants needed to synthesize it. The reactants are: [C@H:1]12[CH2:6][C@H:5]1[CH2:4][NH:3][C@@H:2]2[CH2:7][NH:8][C:9]([C:11]1[CH:12]=[CH:13][CH:14]=[C:15]2[O:19][CH:18]=[CH:17][C:16]=12)=[O:10].[CH2:20]([C:22]1[CH:27]=[CH:26][C:25]([C:28]2[S:32][C:31]([CH3:33])=[N:30][C:29]=2[C:34](O)=[O:35])=[CH:24][CH:23]=1)[CH3:21]. (5) Given the product [F:33][C:13]([F:12])([F:32])[CH2:14][O:15][C:16]1[CH:21]=[CH:20][C:19]([O:22][CH2:23][C:24]([F:25])([F:26])[F:27])=[CH:18][C:17]=1[S:28]([NH:1][CH2:2][C@H:3]1[CH2:4][CH2:5][C@H:6]([C:9]([OH:11])=[O:10])[CH2:7][CH2:8]1)(=[O:30])=[O:29], predict the reactants needed to synthesize it. The reactants are: [NH2:1][CH2:2][C@H:3]1[CH2:8][CH2:7][C@H:6]([C:9]([OH:11])=[O:10])[CH2:5][CH2:4]1.[F:12][C:13]([F:33])([F:32])[CH2:14][O:15][C:16]1[CH:21]=[CH:20][C:19]([O:22][CH2:23][C:24]([F:27])([F:26])[F:25])=[CH:18][C:17]=1[S:28](Cl)(=[O:30])=[O:29]. (6) Given the product [Br:2][CH:11]([C:7]1[CH:8]=[CH:9][CH:10]=[C:5]([CH3:14])[CH:6]=1)[CH3:12], predict the reactants needed to synthesize it. The reactants are: P(Br)(Br)[Br:2].[C:5]1([CH3:14])[CH:10]=[CH:9][CH:8]=[C:7]([CH:11](O)[CH3:12])[CH:6]=1.